Task: Predict the product of the given reaction.. Dataset: Forward reaction prediction with 1.9M reactions from USPTO patents (1976-2016) (1) Given the reactants [CH3:1][O:2][C:3]1[CH:12]=[CH:11][C:10]2[NH:9][C:8](=[O:13])[C:7]3[S:14][CH:15]=[CH:16][C:6]=3[C:5]=2[C:4]=1[C:17]1[CH:31]=[CH:30][C:20]([CH2:21][NH:22][C:23](=[O:29])[O:24][C:25]([CH3:28])([CH3:27])[CH3:26])=[CH:19][CH:18]=1.[Cl:32]N1C(=O)CCC1=O, predict the reaction product. The product is: [Cl:32][C:11]1[C:10]2[NH:9][C:8](=[O:13])[C:7]3[S:14][CH:15]=[CH:16][C:6]=3[C:5]=2[C:4]([C:17]2[CH:31]=[CH:30][C:20]([CH2:21][NH:22][C:23](=[O:29])[O:24][C:25]([CH3:28])([CH3:26])[CH3:27])=[CH:19][CH:18]=2)=[C:3]([O:2][CH3:1])[CH:12]=1. (2) Given the reactants Br[C:2]1[CH:7]=[C:6]([C:8]2[CH:13]=[CH:12][C:11]([C:14]3[N:19]=[C:18]4[N:20]([CH2:33][O:34][CH2:35][CH2:36][Si:37]([CH3:40])([CH3:39])[CH3:38])[C:21]([O:23][C@H:24]5[C@H:28]6[O:29][CH2:30][C@@H:31]([OH:32])[C@H:27]6[O:26][CH2:25]5)=[N:22][C:17]4=[CH:16][C:15]=3[Cl:41])=[CH:10][CH:9]=2)[CH:5]=[CH:4][N:3]=1.[CH3:42][S:43]([CH3:46])(=[NH:45])=[O:44], predict the reaction product. The product is: [Cl:41][C:15]1[CH:16]=[C:17]2[N:22]=[C:21]([O:23][C@@H:24]3[CH2:25][O:26][C@@H:27]4[C@H:31]([OH:32])[CH2:30][O:29][C@H:28]34)[N:20]([CH2:33][O:34][CH2:35][CH2:36][Si:37]([CH3:40])([CH3:39])[CH3:38])[C:18]2=[N:19][C:14]=1[C:11]1[CH:12]=[CH:13][C:8]([C:6]2[CH:5]=[CH:4][N:3]=[C:2]([N:45]=[S:43]([CH3:46])([CH3:42])=[O:44])[CH:7]=2)=[CH:9][CH:10]=1. (3) Given the reactants [C:1]([NH:4][C@@:5]1([C:26]([NH:28][C:29]([CH3:32])([CH3:31])[CH3:30])=[O:27])[CH2:9][C@@H:8]([CH2:10][N+:11]([O-])=O)[CH2:7][C@@H:6]1[CH2:14][CH2:15][CH2:16][B:17]1[O:21][C:20]([CH3:23])([CH3:22])[C:19]([CH3:25])([CH3:24])[O:18]1)(=[O:3])[CH3:2].C(OCC)(=O)C.C(O)C, predict the reaction product. The product is: [C:1]([NH:4][C@@:5]1([C:26]([NH:28][C:29]([CH3:32])([CH3:31])[CH3:30])=[O:27])[CH2:9][C@@H:8]([CH2:10][NH2:11])[CH2:7][C@@H:6]1[CH2:14][CH2:15][CH2:16][B:17]1[O:21][C:20]([CH3:23])([CH3:22])[C:19]([CH3:24])([CH3:25])[O:18]1)(=[O:3])[CH3:2]. (4) Given the reactants [F:1][C:2]1[CH:3]=[CH:4][C:5]([C:8](OCC)=[O:9])=[N:6][CH:7]=1.[H-].C([Al+]CC(C)C)C(C)C, predict the reaction product. The product is: [F:1][C:2]1[CH:3]=[CH:4][C:5]([CH:8]=[O:9])=[N:6][CH:7]=1. (5) Given the reactants [CH2:1]([C:3]1[CH:8]=[CH:7][CH:6]=[C:5]([C:9]([C:11]2[CH:16]=[CH:15][CH:14]=[CH:13][CH:12]=2)=[CH2:10])[CH:4]=1)[CH3:2].Cl.N1C=CC=CC=1.CC[O:26]CC, predict the reaction product. The product is: [CH2:1]([C:3]1[CH:8]=[CH:7][C:6]([OH:26])=[C:5]([C:9]([C:11]2[CH:16]=[CH:15][CH:14]=[CH:13][CH:12]=2)=[CH2:10])[CH:4]=1)[CH3:2]. (6) Given the reactants [C:1]([C:3]([NH:18][C:19](=[O:31])[C:20]1[CH:25]=[CH:24][C:23]([O:26][C:27]([F:30])([F:29])[F:28])=[CH:22][CH:21]=1)([CH3:17])[CH2:4][N:5]1[N:9]=[C:8]2[C:10]([Cl:16])=[CH:11][C:12]([Cl:15])=[C:13]([Cl:14])[C:7]2=[N:6]1)#[N:2].[NH4+]=[S:33], predict the reaction product. The product is: [CH3:17][C:3]([NH:18][C:19](=[O:31])[C:20]1[CH:25]=[CH:24][C:23]([O:26][C:27]([F:28])([F:30])[F:29])=[CH:22][CH:21]=1)([C:1](=[S:33])[NH2:2])[CH2:4][N:5]1[N:9]=[C:8]2[C:10]([Cl:16])=[CH:11][C:12]([Cl:15])=[C:13]([Cl:14])[C:7]2=[N:6]1. (7) Given the reactants [C:9](O[C:9]([O:11][C:12]([CH3:15])([CH3:14])[CH3:13])=[O:10])([O:11][C:12]([CH3:15])([CH3:14])[CH3:13])=[O:10].Cl.[Cl:17][C:18]1[CH:27]=[CH:26][C:25]2[CH2:24][NH:23][CH2:22][CH2:21][C:20]=2[N:19]=1.CCN(CC)CC, predict the reaction product. The product is: [Cl:17][C:18]1[CH:27]=[CH:26][C:25]2[CH2:24][N:23]([C:9]([O:11][C:12]([CH3:13])([CH3:14])[CH3:15])=[O:10])[CH2:22][CH2:21][C:20]=2[N:19]=1. (8) Given the reactants [OH2:1].C(B1[O:8][C:7](C)([CH3:9])[C:6]([CH3:12])(C)[O:5]1)=C.[C:13]([O-:16])([O-:15])=[O:14].[Na+].[Na+], predict the reaction product. The product is: [C:13]([O-:15])(=[O:14])/[CH:12]=[CH:6]/[C:7]([O-:8])=[O:1].[C:13]([OH:16])(=[O:14])/[CH:9]=[CH:7]/[C:6]([OH:5])=[O:1].